Dataset: Full USPTO retrosynthesis dataset with 1.9M reactions from patents (1976-2016). Task: Predict the reactants needed to synthesize the given product. (1) Given the product [Cl:13][C:14]1[CH:32]=[CH:31][C:17]([CH2:18][N:19]2[C:27]3[C:22](=[CH:23][C:24](/[CH:28]=[C:4]4/[C:5](=[O:12])[N:6]([NH:7][S:8]([CH3:11])(=[O:10])=[O:9])[C:2](=[O:1])[S:3]/4)=[CH:25][CH:26]=3)[C:21]([I:30])=[N:20]2)=[C:16]([C:33]([F:36])([F:35])[F:34])[CH:15]=1, predict the reactants needed to synthesize it. The reactants are: [O:1]=[C:2]1[N:6]([NH:7][S:8]([CH3:11])(=[O:10])=[O:9])[C:5](=[O:12])[CH2:4][S:3]1.[Cl:13][C:14]1[CH:32]=[CH:31][C:17]([CH2:18][N:19]2[C:27]3[C:22](=[CH:23][C:24]([CH:28]=O)=[CH:25][CH:26]=3)[C:21]([I:30])=[N:20]2)=[C:16]([C:33]([F:36])([F:35])[F:34])[CH:15]=1. (2) The reactants are: [NH2:1][C:2]1[N:7]=[CH:6][C:5]([NH:8][C:9]([C:11]2[CH:12]=[C:13]([CH:17]=[CH:18][C:19]=2[CH3:20])[C:14]([OH:16])=O)=[O:10])=[CH:4][CH:3]=1.C(Cl)Cl.Cl.CN(C)CCCN=C=NCC.[NH2:36][CH2:37][CH:38]1[CH2:40][CH2:39]1. Given the product [NH2:1][C:2]1[N:7]=[CH:6][C:5]([NH:8][C:9](=[O:10])[C:11]2[CH:12]=[C:13]([CH:17]=[CH:18][C:19]=2[CH3:20])[C:14]([NH:36][CH2:37][CH:38]2[CH2:40][CH2:39]2)=[O:16])=[CH:4][CH:3]=1, predict the reactants needed to synthesize it.